Dataset: Full USPTO retrosynthesis dataset with 1.9M reactions from patents (1976-2016). Task: Predict the reactants needed to synthesize the given product. Given the product [Cl:8][C:6]1[N:5]=[C:4]([N:10]2[C:13]([CH3:12])=[CH:14][C:15]([CH3:16])=[N:11]2)[N:3]=[C:2]([NH2:1])[CH:7]=1, predict the reactants needed to synthesize it. The reactants are: [NH2:1][C:2]1[CH:7]=[C:6]([Cl:8])[N:5]=[C:4](Cl)[N:3]=1.[NH2:10][NH2:11].[CH3:12][C:13](=O)[CH2:14][C:15](=O)[CH3:16].C(O)C.